Predict which catalyst facilitates the given reaction. From a dataset of Catalyst prediction with 721,799 reactions and 888 catalyst types from USPTO. (1) Reactant: [CH:1]1([C:7]2[C:8]3[S:19][C:18]([C:20]([O:22][C:23]([CH3:26])([CH3:25])[CH3:24])=[O:21])=[CH:17][C:9]=3[N:10]([CH2:12][C:13]([O:15][CH3:16])=[O:14])[CH:11]=2)[CH2:6][CH2:5][CH2:4][CH2:3][CH2:2]1.[Br:27]N1C(=O)CCC1=O. Product: [Br:27][C:11]1[N:10]([CH2:12][C:13]([O:15][CH3:16])=[O:14])[C:9]2[CH:17]=[C:18]([C:20]([O:22][C:23]([CH3:26])([CH3:25])[CH3:24])=[O:21])[S:19][C:8]=2[C:7]=1[CH:1]1[CH2:6][CH2:5][CH2:4][CH2:3][CH2:2]1. The catalyst class is: 2. (2) Reactant: [H-].[H-].COCCO[Al+]OCCOC.[Na+].N1CCOCC1.[CH3:21][O:22][CH2:23][O:24][CH2:25][C:26]1[N:31]2[CH:32]=[CH:33][N:34]=[C:30]2[C:29]([C:35](OC)=[O:36])=[CH:28][CH:27]=1. Product: [CH3:21][O:22][CH2:23][O:24][CH2:25][C:26]1[N:31]2[CH:32]=[CH:33][N:34]=[C:30]2[C:29]([CH:35]=[O:36])=[CH:28][CH:27]=1. The catalyst class is: 11. (3) Reactant: [Cl:1][C:2]1[CH:3]=[C:4]([CH:7]=[CH:8][N:9]=1)[CH:5]=O.Cl.[NH:11]1[CH2:14][CH:13]([OH:15])[CH2:12]1.CCN(C(C)C)C(C)C.[BH-](OC(C)=O)(OC(C)=O)OC(C)=O.[Na+]. Product: [Cl:1][C:2]1[CH:3]=[C:4]([CH2:5][N:11]2[CH2:14][CH:13]([OH:15])[CH2:12]2)[CH:7]=[CH:8][N:9]=1. The catalyst class is: 26.